From a dataset of Full USPTO retrosynthesis dataset with 1.9M reactions from patents (1976-2016). Predict the reactants needed to synthesize the given product. (1) Given the product [NH2:10][C@:22]12[CH2:23][CH:16]([F:15])[CH2:17][C@@H:18]1[C:19](=[O:35])[N:20]([C@@H:27]([C:29]1[CH:34]=[CH:33][CH:32]=[CH:31][CH:30]=1)[CH3:28])[CH2:21]2, predict the reactants needed to synthesize it. The reactants are: C1(C)C=CC=CC=1.C([N:10](CC)CC)C.[F:15][CH:16]1[CH2:23][C@@:22]2(C(O)=O)[C@H:18]([C:19](=[O:35])[N:20]([C@@H:27]([C:29]3[CH:34]=[CH:33][CH:32]=[CH:31][CH:30]=3)[CH3:28])[CH2:21]2)[CH2:17]1.C1(P(N=[N+]=[N-])(C2C=CC=CC=2)=O)C=CC=CC=1. (2) Given the product [CH3:1][NH:2][C:3]([C:5]1[CH:10]=[C:9]([CH2:11][NH:12][C:13]2[N:14]=[CH:15][S:16][C:17]=2[C:18]([NH:32][C:30]2[CH:29]=[CH:28][C:26]3[O:27][C:22]([F:35])([F:21])[C:23]([F:33])([F:34])[O:24][C:25]=3[CH:31]=2)=[O:20])[CH:8]=[CH:7][N:6]=1)=[O:4], predict the reactants needed to synthesize it. The reactants are: [CH3:1][NH:2][C:3]([C:5]1[CH:10]=[C:9]([CH2:11][NH:12][C:13]2[N:14]=[CH:15][S:16][C:17]=2[C:18]([OH:20])=O)[CH:8]=[CH:7][N:6]=1)=[O:4].[F:21][C:22]1([F:35])[O:27][C:26]2[CH:28]=[CH:29][C:30]([NH2:32])=[CH:31][C:25]=2[O:24][C:23]1([F:34])[F:33].F[P-](F)(F)(F)(F)F.N1(O[P+](N2CCCC2)(N2CCCC2)N2CCCC2)C2C=CC=CC=2N=N1.C(N(CC)CC)C. (3) Given the product [O:48]=[C:36]([C:37](=[O:47])[NH:38][CH2:39][CH2:40][C:41]1[CH:46]=[CH:45][CH:44]=[CH:43][CH:42]=1)[CH:28]([NH:27][C:25]([C:24]1[C:23]([N:20]2[CH:21]=[CH:22][C:18]([C:15]3[CH:14]=[CH:13][C:12]([F:11])=[CH:17][CH:16]=3)=[N:19]2)=[N:52][CH:51]=[CH:50][CH:49]=1)=[O:26])[CH2:29][C:30]1[CH:35]=[CH:34][CH:33]=[CH:32][CH:31]=1, predict the reactants needed to synthesize it. The reactants are: C(Cl)CCl.ClC(Cl)C(O)=O.[F:11][C:12]1[CH:17]=[CH:16][C:15]([C:18]2[CH:22]=[CH:21][N:20]([C:23]3[N:52]=[CH:51][CH:50]=[CH:49][C:24]=3[C:25]([NH:27][CH:28]([CH:36]([OH:48])[C:37](=[O:47])[NH:38][CH2:39][CH2:40][C:41]3[CH:46]=[CH:45][CH:44]=[CH:43][CH:42]=3)[CH2:29][C:30]3[CH:35]=[CH:34][CH:33]=[CH:32][CH:31]=3)=[O:26])[N:19]=2)=[CH:14][CH:13]=1.C([O-])(O)=O.[Na+]. (4) The reactants are: [C:1]([C:4]1[S:8][C:7]([C:9]2[CH:10]=[C:11]([Cl:30])[C:12]3[O:16][CH:15]([CH2:17][NH:18][C:19](=[O:28])/[CH:20]=[CH:21]/[C:22]4[CH:23]=[N:24][CH:25]=[CH:26][CH:27]=4)[CH2:14][C:13]=3[CH:29]=2)=[CH:6][CH:5]=1)(=[O:3])[CH3:2].[CH3:31][Mg]Br.[Cl-].[NH4+]. Given the product [Cl:30][C:11]1[C:12]2[O:16][CH:15]([CH2:17][NH:18][C:19](=[O:28])/[CH:20]=[CH:21]/[C:22]3[CH:23]=[N:24][CH:25]=[CH:26][CH:27]=3)[CH2:14][C:13]=2[CH:29]=[C:9]([C:7]2[S:8][C:4]([C:1]([OH:3])([CH3:31])[CH3:2])=[CH:5][CH:6]=2)[CH:10]=1, predict the reactants needed to synthesize it. (5) Given the product [C:19]1([NH:18][C:15]([C:13]2[S:12][C:9]3[NH:10][N:11]=[C:7]([C:1]4[CH:2]=[CH:3][CH:4]=[CH:5][CH:6]=4)[C:8]=3[CH:14]=2)=[O:17])[CH:24]=[CH:23][CH:22]=[CH:21][CH:20]=1, predict the reactants needed to synthesize it. The reactants are: [C:1]1([C:7]2[C:8]3[CH:14]=[C:13]([C:15]([OH:17])=O)[S:12][C:9]=3[NH:10][N:11]=2)[CH:6]=[CH:5][CH:4]=[CH:3][CH:2]=1.[NH2:18][C:19]1[CH:24]=[CH:23][CH:22]=[CH:21][CH:20]=1.Cl. (6) Given the product [C:2]([C:4]1[CH:34]=[CH:33][C:7]([CH2:8][O:9][CH:10]([C:27]2[N:31]([CH3:32])[CH:30]=[N:29][CH:28]=2)[C:11]2[CH:16]=[C:15]([C:17]3[CH:22]=[CH:21][CH:20]=[CH:19][C:18]=3[CH2:23][OH:24])[C:14]([C:25]#[N:26])=[CH:13][CH:12]=2)=[CH:6][CH:5]=1)#[N:3], predict the reactants needed to synthesize it. The reactants are: Cl.[C:2]([C:4]1[CH:34]=[CH:33][C:7]([CH2:8][O:9][CH:10]([C:27]2[N:31]([CH3:32])[CH:30]=[N:29][CH:28]=2)[C:11]2[CH:16]=[C:15]([C:17]3[CH:22]=[CH:21][CH:20]=[CH:19][C:18]=3[CH:23]=[O:24])[C:14]([C:25]#[N:26])=[CH:13][CH:12]=2)=[CH:6][CH:5]=1)#[N:3].[Cl-].[Cl-].[Ca+2]. (7) Given the product [Cl:1][C:2]1[CH:3]=[C:4]([N:10]2[C:14]([CH3:15])=[C:13]([CH2:16][C:17]3[CH:18]=[C:19]([CH:23]=[CH:24][CH:25]=3)[C:20]([NH:30][CH:27]3[CH2:29][CH2:28]3)=[O:22])[C:12]([CH3:26])=[N:11]2)[CH:5]=[CH:6][C:7]=1[C:8]#[N:9], predict the reactants needed to synthesize it. The reactants are: [Cl:1][C:2]1[CH:3]=[C:4]([N:10]2[C:14]([CH3:15])=[C:13]([CH2:16][C:17]3[CH:18]=[C:19]([CH:23]=[CH:24][CH:25]=3)[C:20]([OH:22])=O)[C:12]([CH3:26])=[N:11]2)[CH:5]=[CH:6][C:7]=1[C:8]#[N:9].[CH:27]1([NH2:30])[CH2:29][CH2:28]1.[Cl-].COC1N=C(OC)N=C([N+]2(C)CCOCC2)N=1.C(=O)([O-])O.[Na+].